Task: Predict the reaction yield, written as a fraction of the theoretical maximum amount of product (1.0 means a 100% yield; for example, 0.34 means a 34% yield).. Dataset: Reaction yield outcomes from USPTO patents with 853,638 reactions (1) The reactants are [N+:1]([C:4]1[NH:8][N:7]=[C:6]([C:9]([OH:11])=[O:10])[CH:5]=1)([O-:3])=[O:2].S(Cl)(Cl)=O.[CH3:16]O. No catalyst specified. The product is [CH3:16][O:10][C:9]([C:6]1[NH:7][N:8]=[C:4]([N+:1]([O-:3])=[O:2])[CH:5]=1)=[O:11]. The yield is 0.900. (2) The reactants are [CH3:1][C:2]1[C:7]([O:8][C:9]2[CH:14]=[CH:13][N:12]=[C:11]([NH:15][C:16](=[O:22])[O:17][C:18]([CH3:21])([CH3:20])[CH3:19])[CH:10]=2)=[CH:6][CH:5]=[C:4]([N+:23]([O-])=O)[N:3]=1.[NH4+].[Cl-]. The catalyst is CO.C1COCC1.CCOC(C)=O.[Zn]. The product is [NH2:23][C:4]1[N:3]=[C:2]([CH3:1])[C:7]([O:8][C:9]2[CH:14]=[CH:13][N:12]=[C:11]([NH:15][C:16](=[O:22])[O:17][C:18]([CH3:20])([CH3:19])[CH3:21])[CH:10]=2)=[CH:6][CH:5]=1. The yield is 1.00.